From a dataset of NCI-60 drug combinations with 297,098 pairs across 59 cell lines. Regression. Given two drug SMILES strings and cell line genomic features, predict the synergy score measuring deviation from expected non-interaction effect. (1) Drug 1: CS(=O)(=O)C1=CC(=C(C=C1)C(=O)NC2=CC(=C(C=C2)Cl)C3=CC=CC=N3)Cl. Drug 2: COC1=NC(=NC2=C1N=CN2C3C(C(C(O3)CO)O)O)N. Cell line: IGROV1. Synergy scores: CSS=-1.82, Synergy_ZIP=0.749, Synergy_Bliss=0.0501, Synergy_Loewe=-3.44, Synergy_HSA=-2.29. (2) Drug 1: C(=O)(N)NO. Drug 2: C1CN(P(=O)(OC1)NCCCl)CCCl. Cell line: RPMI-8226. Synergy scores: CSS=17.3, Synergy_ZIP=-4.86, Synergy_Bliss=0.790, Synergy_Loewe=-38.9, Synergy_HSA=-0.527.